This data is from Full USPTO retrosynthesis dataset with 1.9M reactions from patents (1976-2016). The task is: Predict the reactants needed to synthesize the given product. The reactants are: [CH3:1][N:2]1[C:6]2[CH:7]=[CH:8][C:9]([C:11]([O:13]C)=[O:12])=[CH:10][C:5]=2[N:4]=[C:3]1[N:15]1[CH2:19][CH2:18][CH2:17][CH2:16]1.[OH-].[K+].OS([O-])(=O)=O.[K+]. Given the product [CH3:1][N:2]1[C:6]2[CH:7]=[CH:8][C:9]([C:11]([OH:13])=[O:12])=[CH:10][C:5]=2[N:4]=[C:3]1[N:15]1[CH2:19][CH2:18][CH2:17][CH2:16]1, predict the reactants needed to synthesize it.